From a dataset of NCI-60 drug combinations with 297,098 pairs across 59 cell lines. Regression. Given two drug SMILES strings and cell line genomic features, predict the synergy score measuring deviation from expected non-interaction effect. (1) Synergy scores: CSS=0.0345, Synergy_ZIP=1.00, Synergy_Bliss=1.00, Synergy_Loewe=-2.47, Synergy_HSA=-1.28. Drug 2: CC12CCC(CC1=CCC3C2CCC4(C3CC=C4C5=CN=CC=C5)C)O. Drug 1: C1CCC(C1)C(CC#N)N2C=C(C=N2)C3=C4C=CNC4=NC=N3. Cell line: A498. (2) Drug 1: C1CC(C1)(C(=O)O)C(=O)O.[NH2-].[NH2-].[Pt+2]. Drug 2: CCN(CC)CCNC(=O)C1=C(NC(=C1C)C=C2C3=C(C=CC(=C3)F)NC2=O)C. Cell line: HCC-2998. Synergy scores: CSS=4.36, Synergy_ZIP=-3.23, Synergy_Bliss=-1.62, Synergy_Loewe=-5.64, Synergy_HSA=-4.67. (3) Drug 1: CC1OCC2C(O1)C(C(C(O2)OC3C4COC(=O)C4C(C5=CC6=C(C=C35)OCO6)C7=CC(=C(C(=C7)OC)O)OC)O)O. Drug 2: CN1C2=C(C=C(C=C2)N(CCCl)CCCl)N=C1CCCC(=O)O.Cl. Cell line: HCC-2998. Synergy scores: CSS=10.1, Synergy_ZIP=-5.21, Synergy_Bliss=-5.52, Synergy_Loewe=-11.9, Synergy_HSA=-6.09. (4) Drug 1: CN1C(=O)N2C=NC(=C2N=N1)C(=O)N. Drug 2: CCC1=C2CN3C(=CC4=C(C3=O)COC(=O)C4(CC)O)C2=NC5=C1C=C(C=C5)O. Cell line: OVCAR-4. Synergy scores: CSS=2.03, Synergy_ZIP=0.995, Synergy_Bliss=1.11, Synergy_Loewe=-2.13, Synergy_HSA=-1.84. (5) Cell line: HS 578T. Synergy scores: CSS=3.84, Synergy_ZIP=-3.04, Synergy_Bliss=-3.10, Synergy_Loewe=-4.63, Synergy_HSA=-4.01. Drug 1: C1=NC2=C(N=C(N=C2N1C3C(C(C(O3)CO)O)O)F)N. Drug 2: C(CC(=O)O)C(=O)CN.Cl. (6) Drug 1: CC1=CC2C(CCC3(C2CCC3(C(=O)C)OC(=O)C)C)C4(C1=CC(=O)CC4)C. Drug 2: CN(CCCl)CCCl.Cl. Cell line: MCF7. Synergy scores: CSS=6.26, Synergy_ZIP=-2.32, Synergy_Bliss=-5.04, Synergy_Loewe=-81.7, Synergy_HSA=-14.9. (7) Drug 1: CC1=C(C=C(C=C1)C(=O)NC2=CC(=CC(=C2)C(F)(F)F)N3C=C(N=C3)C)NC4=NC=CC(=N4)C5=CN=CC=C5. Drug 2: CCC1=C2CN3C(=CC4=C(C3=O)COC(=O)C4(CC)O)C2=NC5=C1C=C(C=C5)O. Cell line: SW-620. Synergy scores: CSS=32.0, Synergy_ZIP=-2.37, Synergy_Bliss=3.47, Synergy_Loewe=-43.0, Synergy_HSA=-2.13.